Dataset: Reaction yield outcomes from USPTO patents with 853,638 reactions. Task: Predict the reaction yield, written as a fraction of the theoretical maximum amount of product (1.0 means a 100% yield; for example, 0.34 means a 34% yield). The reactants are [S:1]1[C:5]2[CH:6]=[CH:7][CH:8]=[CH:9][C:4]=2[N:3]=[C:2]1[NH:10][C@H:11]1[CH2:14][C@H:13]([NH2:15])[CH2:12]1.[Cl:16][C:17]1[C:22](Cl)=[N:21][CH:20]=[CH:19][N:18]=1. The catalyst is C(O)(C)C. The product is [S:1]1[C:5]2[CH:6]=[CH:7][CH:8]=[CH:9][C:4]=2[N:3]=[C:2]1[NH:10][C@H:11]1[CH2:12][C@H:13]([NH:15][C:22]2[C:17]([Cl:16])=[N:18][CH:19]=[CH:20][N:21]=2)[CH2:14]1. The yield is 0.677.